Dataset: Reaction yield outcomes from USPTO patents with 853,638 reactions. Task: Predict the reaction yield, written as a fraction of the theoretical maximum amount of product (1.0 means a 100% yield; for example, 0.34 means a 34% yield). (1) The reactants are CS(O[CH2:6][C@@H:7]([NH:14][C:15]([O:17][C:18]([CH3:21])([CH3:20])[CH3:19])=[O:16])[C:8]1[CH:13]=[CH:12][CH:11]=[CH:10][CH:9]=1)(=O)=O.[CH3:22][S-:23].[Na+].O1CCOCC1. The catalyst is CO. The product is [CH3:22][S:23][CH2:6][C@@H:7]([NH:14][C:15](=[O:16])[O:17][C:18]([CH3:19])([CH3:20])[CH3:21])[C:8]1[CH:9]=[CH:10][CH:11]=[CH:12][CH:13]=1. The yield is 0.760. (2) The reactants are CO[C:3]([C:5]1[O:9][N:8]=[C:7]([C:10]2[CH:15]=[CH:14][C:13]([CH2:16][CH:17]([C:34]([O:36]C(C)(C)C)=[O:35])[NH:18][C:19]([C:21]3[CH:22]=[C:23]([C:27]4[CH:32]=[CH:31][C:30]([CH3:33])=[CH:29][CH:28]=4)[CH:24]=[CH:25][CH:26]=3)=[O:20])=[CH:12][C:11]=2[F:41])[N:6]=1)=[O:4].C(OC(=O)[CH:48]([NH:61][C:62]([C:64]1[CH:65]=[C:66](C2C=CC(C)=CC=2)C=CC=1)=O)[CH2:49]C1C=CC(C(O)=NO)=C(F)C=1)(C)(C)C.COC(C(Cl)=O)=O.C([O-])(O)=O.[Na+]. The catalyst is C1(C)C=CC=CC=1.N1C=CC=CC=1. The product is [F:41][C:11]1[CH:12]=[C:13]([CH2:16][CH:17]([NH:18][C:19]([C:21]2[CH:22]=[C:23]([C:27]3[CH:32]=[CH:31][C:30]([CH3:33])=[CH:29][CH:28]=3)[CH:24]=[CH:25][CH:26]=2)=[O:20])[C:34]([OH:36])=[O:35])[CH:14]=[CH:15][C:10]=1[C:7]1[N:6]=[C:5]([C:3]([N:61]2[CH2:48][CH2:49][CH:65]([CH3:66])[CH2:64][CH2:62]2)=[O:4])[O:9][N:8]=1. The yield is 0.640. (3) The reactants are [NH2:1][C:2]1[S:3][C:4]([C:7]([O:9][CH2:10][CH3:11])=[O:8])=[CH:5][N:6]=1.[C:12](O[C:12]([O:14][C:15]([CH3:18])([CH3:17])[CH3:16])=[O:13])([O:14][C:15]([CH3:18])([CH3:17])[CH3:16])=[O:13]. The catalyst is CN(C)C1C=CN=CC=1.C1COCC1. The product is [CH2:10]([O:9][C:7]([C:4]1[S:3][C:2]([NH:1][C:12]([O:14][C:15]([CH3:18])([CH3:17])[CH3:16])=[O:13])=[N:6][CH:5]=1)=[O:8])[CH3:11]. The yield is 0.680. (4) The reactants are Cl[C:2]1[CH:11]=[CH:10][C:9]2[C:4](=[CH:5][CH:6]=[C:7]([F:12])[CH:8]=2)[N:3]=1.C(=O)([O-])[O-].[K+].[K+].[NH:19]1[CH2:24][CH2:23][NH:22][CH2:21][CH2:20]1. The catalyst is CN(C)C=O. The product is [F:12][C:7]1[CH:8]=[C:9]2[C:4](=[CH:5][CH:6]=1)[N:3]=[C:2]([N:19]1[CH2:24][CH2:23][NH:22][CH2:21][CH2:20]1)[CH:11]=[CH:10]2. The yield is 0.520.